Dataset: Reaction yield outcomes from USPTO patents with 853,638 reactions. Task: Predict the reaction yield, written as a fraction of the theoretical maximum amount of product (1.0 means a 100% yield; for example, 0.34 means a 34% yield). (1) The catalyst is CN(C)C(=O)C.C1C=CC([P]([Pd]([P](C2C=CC=CC=2)(C2C=CC=CC=2)C2C=CC=CC=2)([P](C2C=CC=CC=2)(C2C=CC=CC=2)C2C=CC=CC=2)[P](C2C=CC=CC=2)(C2C=CC=CC=2)C2C=CC=CC=2)(C2C=CC=CC=2)C2C=CC=CC=2)=CC=1. The product is [CH:17]([C:5]1[CH:4]=[C:3]([O:20][CH3:21])[C:2]([C:31]2[S:27][CH:28]=[N:29][CH:30]=2)=[CH:16][C:6]=1[O:7][C:8]1[C:9]([NH2:15])=[N:10][C:11]([NH2:14])=[N:12][CH:13]=1)([CH3:19])[CH3:18]. The reactants are I[C:2]1[C:3]([O:20][CH3:21])=[CH:4][C:5]([CH:17]([CH3:19])[CH3:18])=[C:6]([CH:16]=1)[O:7][C:8]1[C:9]([NH2:15])=[N:10][C:11]([NH2:14])=[N:12][CH:13]=1.C([O-])(=O)C.[K+].[S:27]1[CH:31]=[CH:30][N:29]=[CH:28]1. The yield is 0.0900. (2) The reactants are [F:1][C:2]1[CH:7]=[CH:6][C:5]([OH:8])=[CH:4][CH:3]=1.[Br:9][CH2:10][CH2:11][CH2:12]Br.C([O-])([O-])=O.[Cs+].[Cs+]. The catalyst is C(#N)C. The product is [F:1][C:2]1[CH:7]=[CH:6][C:5]([O:8][CH2:12][CH2:11][CH2:10][Br:9])=[CH:4][CH:3]=1. The yield is 0.147. (3) The reactants are Br[C:2]1[CH:3]=[C:4]2[C:8](=[CH:9][CH:10]=1)[C@@H:7]([OH:11])[CH2:6][CH2:5]2.[CH:12]([C:15]1[CH:20]=[CH:19][CH:18]=[CH:17][C:16]=1B(O)O)([CH3:14])[CH3:13]. No catalyst specified. The product is [CH:12]([C:15]1[CH:20]=[CH:19][CH:18]=[CH:17][C:16]=1[C:2]1[CH:3]=[C:4]2[C:8](=[CH:9][CH:10]=1)[C@@H:7]([OH:11])[CH2:6][CH2:5]2)([CH3:14])[CH3:13]. The yield is 0.930. (4) The catalyst is C1COCC1.Cl[Ti](Cl)(Cl)Cl.[Zn]. The product is [Br:1][C:2]1[CH:7]=[CH:6][C:5]([C:8](=[C:18]2[CH2:23][CH2:22][CH2:21][CH2:20][CH2:19]2)[C:10]2[CH:15]=[CH:14][C:13]([OH:16])=[CH:12][CH:11]=2)=[C:4]([F:17])[CH:3]=1. The reactants are [Br:1][C:2]1[CH:7]=[CH:6][C:5]([C:8]([C:10]2[CH:15]=[CH:14][C:13]([OH:16])=[CH:12][CH:11]=2)=O)=[C:4]([F:17])[CH:3]=1.[C:18]1(=O)[CH2:23][CH2:22][CH2:21][CH2:20][CH2:19]1. The yield is 0.720. (5) The reactants are F[B-](F)(F)F.[C:6]([PH+](C(C)(C)C)C(C)(C)C)(C)(C)[CH3:7].N#N.Br[C:22]1[CH:23]=[C:24]([NH:28][C:29](=[O:35])[O:30][C:31]([CH3:34])(C)C)[CH:25]=[CH:26][CH:27]=1.[CH2:36]([OH:39])[CH:37]=[CH2:38].C1(N(C)C2CCCCC2)CCCCC1. The catalyst is C1C=CC(/C=C/C(/C=C/C2C=CC=CC=2)=O)=CC=1.C1C=CC(/C=C/C(/C=C/C2C=CC=CC=2)=O)=CC=1.C1C=CC(/C=C/C(/C=C/C2C=CC=CC=2)=O)=CC=1.[Pd].[Pd].O1CCOCC1. The product is [CH2:31]([O:30][C:29](=[O:35])[NH:28][C:24]1[CH:25]=[CH:26][CH:27]=[C:22]([CH2:38][CH2:37][CH:36]=[O:39])[CH:23]=1)[CH2:34][CH2:6][CH3:7]. The yield is 0.300. (6) The reactants are [O:1]=[C:2]1[C:10]2[C:5](=[CH:6][CH:7]=[CH:8][CH:9]=2)[C:4](=[O:11])[N:3]1[C@@H:12]([CH2:25][C:26]1[CH:31]=[CH:30][CH:29]=[CH:28][CH:27]=1)[C:13]([NH:15][CH2:16][C:17](=O)[C:18]1[CH:23]=[CH:22][CH:21]=[CH:20][CH:19]=1)=[O:14].P(Cl)(Cl)(Cl)=O. The catalyst is CN(C=O)C. The product is [C:26]1([CH2:25][C@H:12]([N:3]2[C:2](=[O:1])[C:10]3[C:5](=[CH:6][CH:7]=[CH:8][CH:9]=3)[C:4]2=[O:11])[C:13]2[O:14][C:17]([C:18]3[CH:23]=[CH:22][CH:21]=[CH:20][CH:19]=3)=[CH:16][N:15]=2)[CH:27]=[CH:28][CH:29]=[CH:30][CH:31]=1. The yield is 0.410. (7) The catalyst is C1COCC1. The reactants are [CH3:1][C:2]1[CH:3]=[C:4]([NH:13][C:14]2[N:19]=[C:18]([C:20]([F:23])([F:22])[F:21])[CH:17]=[CH:16][N:15]=2)[CH:5]=[C:6]([C:8]2[S:12][CH:11]=[N:10][CH:9]=2)[CH:7]=1.C([N-]C(C)C)(C)C.[Li+].[S:32]1[CH2:37][CH2:36][C:35](=[O:38])[CH2:34][CH2:33]1. The yield is 0.600. The product is [CH3:1][C:2]1[CH:7]=[C:6]([C:8]2[S:12][C:11]([C:35]3([OH:38])[CH2:36][CH2:37][S:32][CH2:33][CH2:34]3)=[N:10][CH:9]=2)[CH:5]=[C:4]([NH:13][C:14]2[N:19]=[C:18]([C:20]([F:21])([F:23])[F:22])[CH:17]=[CH:16][N:15]=2)[CH:3]=1.